The task is: Predict the reactants needed to synthesize the given product.. This data is from Full USPTO retrosynthesis dataset with 1.9M reactions from patents (1976-2016). (1) Given the product [CH3:23][C:22]([CH3:25])([CH3:24])[CH2:21][C:20]1[N:28]=[N:29][C:3]2[C@@:2]3([CH3:1])[C:8]([CH3:10])([CH3:9])[C@@H:5]([C:4]=2[CH:19]=1)[CH2:6][CH2:7]3, predict the reactants needed to synthesize it. The reactants are: [CH3:1][C@:2]12[C:8]([CH3:10])([CH3:9])[C@H:5]([CH2:6][CH2:7]1)[C:4](=O)[C:3]2=O.COP([CH2:19][C:20](=O)[CH2:21][C:22]([CH3:25])([CH3:24])[CH3:23])(=O)OC.O.[NH2:28][NH2:29]. (2) Given the product [CH2:6]([O:13][C:14]1[CH:19]=[CH:18][C:17]([B:41]2[O:45][C:44]([CH3:47])([CH3:46])[C:43]([CH3:49])([CH3:48])[O:42]2)=[CH:16][C:15]=1[CH2:21][C@H:22]([NH:33][C:34]([O:36][C:37]([CH3:40])([CH3:39])[CH3:38])=[O:35])[C:23]([O:25][CH2:26][C:27]1[CH:32]=[CH:31][CH:30]=[CH:29][CH:28]=1)=[O:24])[C:7]1[CH:12]=[CH:11][CH:10]=[CH:9][CH:8]=1, predict the reactants needed to synthesize it. The reactants are: C([O-])(=O)C.[K+].[CH2:6]([O:13][C:14]1[CH:19]=[CH:18][C:17](I)=[CH:16][C:15]=1[CH2:21][C@H:22]([NH:33][C:34]([O:36][C:37]([CH3:40])([CH3:39])[CH3:38])=[O:35])[C:23]([O:25][CH2:26][C:27]1[CH:32]=[CH:31][CH:30]=[CH:29][CH:28]=1)=[O:24])[C:7]1[CH:12]=[CH:11][CH:10]=[CH:9][CH:8]=1.[B:41]1([B:41]2[O:45][C:44]([CH3:47])([CH3:46])[C:43]([CH3:49])([CH3:48])[O:42]2)[O:45][C:44]([CH3:47])([CH3:46])[C:43]([CH3:49])([CH3:48])[O:42]1.